From a dataset of Forward reaction prediction with 1.9M reactions from USPTO patents (1976-2016). Predict the product of the given reaction. (1) Given the reactants [NH2:1][NH:2][C:3]([C:5]1[C:10]([CH3:11])=[CH:9][CH:8]=[CH:7][N:6]=1)=[NH:4].[CH3:12][O:13][C:14]1[C:15]([OH:22])=[C:16]([CH:19]=[CH:20][CH:21]=1)[CH:17]=O, predict the reaction product. The product is: [CH3:12][O:13][C:14]1[C:15]([OH:22])=[C:16]([C:17]2[NH:1][N:2]=[C:3]([C:5]3[C:10]([CH3:11])=[CH:9][CH:8]=[CH:7][N:6]=3)[N:4]=2)[CH:19]=[CH:20][CH:21]=1. (2) Given the reactants [NH2:1][C:2]1[N:28]2[CH:29]=[CH:30][N:31]=[C:27]2[C:4]2([C:17]3[CH:16]=[C:15]([OH:18])[CH:14]=[C:13]([F:19])[C:12]=3[O:11][C:10]3[C:5]2=[CH:6][C:7]([C:20]2[C:21]([F:26])=[N:22][CH:23]=[CH:24][CH:25]=2)=[CH:8][CH:9]=3)[N:3]=1.C(N(CC)CC)C.ClC1C=CC(N([S:47]([C:50]([F:53])([F:52])[F:51])(=[O:49])=[O:48])[S:47]([C:50]([F:53])([F:52])[F:51])(=[O:49])=[O:48])=NC=1, predict the reaction product. The product is: [F:51][C:50]([F:53])([F:52])[S:47]([O:18][C:15]1[CH:16]=[C:17]2[C:12]([O:11][C:10]3[CH:9]=[CH:8][C:7]([C:20]4[C:21]([F:26])=[N:22][CH:23]=[CH:24][CH:25]=4)=[CH:6][C:5]=3[C:4]32[C:27]2=[N:31][CH:30]=[CH:29][N:28]2[C:2]([NH2:1])=[N:3]3)=[C:13]([F:19])[CH:14]=1)(=[O:49])=[O:48]. (3) The product is: [CH2:1]([C:8]1[C:9]([OH:20])=[N:10][C:11]([N:14]2[CH2:15][CH2:16][N:17]([C:28]([O:30][C:31]([CH3:34])([CH3:33])[CH3:32])=[O:29])[CH2:18][CH2:19]2)=[N:12][CH:13]=1)[C:2]1[CH:3]=[CH:4][CH:5]=[CH:6][CH:7]=1. Given the reactants [CH2:1]([C:8]1[C:9]([OH:20])=[N:10][C:11]([N:14]2[CH2:19][CH2:18][NH:17][CH2:16][CH2:15]2)=[N:12][CH:13]=1)[C:2]1[CH:7]=[CH:6][CH:5]=[CH:4][CH:3]=1.C(N(CC)CC)C.[C:28](O[C:28]([O:30][C:31]([CH3:34])([CH3:33])[CH3:32])=[O:29])([O:30][C:31]([CH3:34])([CH3:33])[CH3:32])=[O:29], predict the reaction product.